Dataset: Reaction yield outcomes from USPTO patents with 853,638 reactions. Task: Predict the reaction yield, written as a fraction of the theoretical maximum amount of product (1.0 means a 100% yield; for example, 0.34 means a 34% yield). (1) The reactants are [NH:1]1[C:5]2=[C:6]([O:10][C:11]3[CH:16]=[CH:15][C:14]([NH2:17])=[CH:13][C:12]=3[F:18])[N:7]=[CH:8][CH:9]=[C:4]2[CH:3]=[CH:2]1.[C:19]1([CH2:25][C:26]([N:28]=[C:29]=[S:30])=[O:27])[CH:24]=[CH:23][CH:22]=[CH:21][CH:20]=1. The catalyst is C1COCC1. The product is [NH:1]1[C:5]2=[C:6]([O:10][C:11]3[CH:16]=[CH:15][C:14]([NH:17][C:29]([NH:28][C:26](=[O:27])[CH2:25][C:19]4[CH:20]=[CH:21][CH:22]=[CH:23][CH:24]=4)=[S:30])=[CH:13][C:12]=3[F:18])[N:7]=[CH:8][CH:9]=[C:4]2[CH:3]=[CH:2]1. The yield is 0.400. (2) The reactants are [OH:1][C:2]1[C:3]([C:9]#[N:10])=[CH:4][NH:5][C:6](=[O:8])[CH:7]=1.[CH3:11][S:12]([C:15]1[CH:20]=[CH:19][CH:18]=[CH:17][CH:16]=1)(=[O:14])=[O:13].COC1C2C(=C3C(=CC=2)C(OC)=CC=N3)N=CC=1.C(=O)([O-])[O-].[K+].[K+].Cl. The catalyst is CS(C)=O.[Cu]I.O. The product is [OH:1][C:2]1[C:3]([C:9]#[N:10])=[CH:4][N:5]([C:18]2[CH:19]=[CH:20][C:15]([S:12]([CH3:11])(=[O:14])=[O:13])=[CH:16][CH:17]=2)[C:6](=[O:8])[CH:7]=1. The yield is 0.0574. (3) The reactants are [C:1]([C:4]1[CH:9]=[CH:8][C:7]([N:10]=[C:11]=[O:12])=[CH:6][CH:5]=1)(=[O:3])[CH3:2].C(N(CC)CC)C.[F:20][C:21]([F:31])([F:30])[O:22][C:23]1[CH:29]=[CH:28][C:26]([NH2:27])=[CH:25][CH:24]=1. The product is [C:1]([C:4]1[CH:9]=[CH:8][C:7]([NH:10][C:11]([NH:27][C:26]2[CH:28]=[CH:29][C:23]([O:22][C:21]([F:20])([F:30])[F:31])=[CH:24][CH:25]=2)=[O:12])=[CH:6][CH:5]=1)(=[O:3])[CH3:2]. The yield is 0.560. The catalyst is C1COCC1.